From a dataset of Reaction yield outcomes from USPTO patents with 853,638 reactions. Predict the reaction yield, written as a fraction of the theoretical maximum amount of product (1.0 means a 100% yield; for example, 0.34 means a 34% yield). (1) The reactants are Cl[C:2]1[N:7]2[N:8]=[C:9]([CH3:11])[CH:10]=[C:6]2[N:5]=[C:4]([NH:12][C:13](=[O:24])[C:14]2[CH:19]=[CH:18][C:17]([C:20]([OH:23])([CH3:22])[CH3:21])=[CH:16][CH:15]=2)[CH:3]=1.Cl.[NH:26]1[CH2:31][CH2:30][CH:29]([NH:32][C:33]([NH2:35])=[O:34])[CH2:28][CH2:27]1.C(N(CC)C(C)C)(C)C. The catalyst is CN(C=O)C.CS(C)=O.CO. The product is [OH:23][C:20]([C:17]1[CH:18]=[CH:19][C:14]([C:13]([NH:12][C:4]2[CH:3]=[C:2]([N:26]3[CH2:31][CH2:30][CH:29]([NH:32][C:33]([NH2:35])=[O:34])[CH2:28][CH2:27]3)[N:7]3[N:8]=[C:9]([CH3:11])[CH:10]=[C:6]3[N:5]=2)=[O:24])=[CH:15][CH:16]=1)([CH3:22])[CH3:21]. The yield is 0.450. (2) The reactants are [CH2:1]([O:3][C:4]([C:6]1[C:7]2[CH2:18][CH2:17][CH:16]([CH2:19][C:20]3[CH:25]=[CH:24][CH:23]=[CH:22][CH:21]=3)[CH2:15][C:8]=2[S:9][C:10]=1[NH:11][C:12](=[O:14])[CH3:13])=[O:5])[CH3:2].CC(O)=[O:28]. The catalyst is O. The product is [CH2:1]([O:3][C:4]([C:6]1[C:7]2[CH2:18][CH2:17][CH:16]([CH2:19][C:20]3[CH:25]=[CH:24][CH:23]=[CH:22][CH:21]=3)[C:15](=[O:28])[C:8]=2[S:9][C:10]=1[NH:11][C:12](=[O:14])[CH3:13])=[O:5])[CH3:2]. The yield is 0.410.